From a dataset of Reaction yield outcomes from USPTO patents with 853,638 reactions. Predict the reaction yield, written as a fraction of the theoretical maximum amount of product (1.0 means a 100% yield; for example, 0.34 means a 34% yield). (1) The reactants are [CH3:1][O:2][C:3]1[CH:8]=[C:7]([C:9]2[CH:10]=[N:11][N:12]([CH3:14])[CH:13]=2)[CH:6]=[CH:5][C:4]=1[NH:15][CH:16]=O.[H-].[Na+].[CH3:20][C:21]1[N:34]=[C:33]([NH:35][CH2:36][C:37]([CH3:40])([CH3:39])[CH3:38])[C:24]2[N:25]=C(S(C)(=O)=O)[N:27]=[CH:28][C:23]=2[CH:22]=1. The catalyst is C1COCC1. The product is [CH3:1][O:2][C:3]1[CH:8]=[C:7]([C:9]2[CH:10]=[N:11][N:12]([CH3:14])[CH:13]=2)[CH:6]=[CH:5][C:4]=1[NH:15][C:16]1[N:27]=[CH:28][C:23]2[CH:22]=[C:21]([CH3:20])[N:34]=[C:33]([NH:35][CH2:36][C:37]([CH3:40])([CH3:39])[CH3:38])[C:24]=2[N:25]=1. The yield is 0.320. (2) The reactants are [C:1]([O:5][C:6](=[O:24])[N:7]([CH2:15][CH2:16][CH2:17][CH:18]1[CH2:23][CH2:22][CH:21]=[CH:20][CH2:19]1)[C:8]([O:10][C:11]([CH3:14])([CH3:13])[CH3:12])=[O:9])([CH3:4])([CH3:3])[CH3:2].ClC1C=CC=C(C(OO)=[O:33])C=1. No catalyst specified. The product is [C:11]([O:10][C:8](=[O:9])[N:7]([CH2:15][CH2:16][CH2:17][CH:18]1[CH2:23][CH2:22][CH:21]2[CH:20]([O:33]2)[CH2:19]1)[C:6]([O:5][C:1]([CH3:2])([CH3:3])[CH3:4])=[O:24])([CH3:14])([CH3:13])[CH3:12]. The yield is 0.900. (3) The reactants are [CH2:1]([O:3][C:4]1[CH:9]=[CH:8][CH:7]=[CH:6][C:5]=1[CH2:10][CH2:11][NH:12][C:13](=[O:23])[CH2:14][CH2:15][C:16]1[CH:21]=[CH:20][C:19]([OH:22])=[CH:18][CH:17]=1)[CH3:2].Br[CH2:25][C:26]1[CH:35]=[CH:34][CH:33]=[CH:32][C:27]=1[C:28]([O:30][CH3:31])=[O:29].C(=O)([O-])[O-].[K+].[K+].C(O)C(N)(CO)CO. The catalyst is C(#N)C. The product is [CH2:1]([O:3][C:4]1[CH:9]=[CH:8][CH:7]=[CH:6][C:5]=1[CH2:10][CH2:11][NH:12][C:13](=[O:23])[CH2:14][CH2:15][C:16]1[CH:17]=[CH:18][C:19]([O:22][CH2:25][C:26]2[CH:35]=[CH:34][CH:33]=[CH:32][C:27]=2[C:28]([O:30][CH3:31])=[O:29])=[CH:20][CH:21]=1)[CH3:2]. The yield is 0.504. (4) The reactants are [C:1]([O:5][C:6](=[O:19])[NH:7][CH2:8][CH2:9][CH2:10][CH2:11][C:12]1[CH:17]=[CH:16][C:15]([OH:18])=[CH:14][CH:13]=1)([CH3:4])([CH3:3])[CH3:2].C(=O)([O-])[O-].[K+].[K+].[I-].[Na+].Br[CH2:29][C:30]([O:32][CH3:33])=[O:31]. The catalyst is CN(C=O)C.C(OCC)(=O)C. The product is [CH3:33][O:32][C:30](=[O:31])[CH2:29][O:18][C:15]1[CH:14]=[CH:13][C:12]([CH2:11][CH2:10][CH2:9][CH2:8][NH:7][C:6]([O:5][C:1]([CH3:4])([CH3:2])[CH3:3])=[O:19])=[CH:17][CH:16]=1. The yield is 1.00. (5) The reactants are [OH:1][CH2:2][C:3]1[CH:8]=[CH:7][C:6]([C:9]2[C:10]3[NH:14][C:13]([C:15]([C:50]4[C:55]([CH3:56])=[CH:54][C:53]([CH3:57])=[CH:52][C:51]=4[CH3:58])=[C:16]4[N:49]=[C:19]([C:20]([C:41]5[CH:46]=[CH:45][C:44]([CH2:47][OH:48])=[CH:43][CH:42]=5)=[C:21]5[NH:40][C:24](=[C:25]([C:31]6[C:36]([CH3:37])=[CH:35][C:34]([CH3:38])=[CH:33][C:32]=6[CH3:39])[C:26]6[CH:27]=[CH:28][C:29]=2[N:30]=6)[CH:23]=[CH:22]5)[CH:18]=[CH:17]4)=[CH:12][CH:11]=3)=[CH:5][CH:4]=1.[Cr](Cl)([O-])(=O)=O.[NH+]1C=CC=CC=1. The catalyst is C(Cl)Cl.C(Cl)(Cl)Cl. The product is [CH:47]([C:44]1[CH:45]=[CH:46][C:41]([C:20]2[C:21]3[NH:40][C:24]([C:25]([C:31]4[C:32]([CH3:39])=[CH:33][C:34]([CH3:38])=[CH:35][C:36]=4[CH3:37])=[C:26]4[N:30]=[C:29]([C:9]([C:6]5[CH:7]=[CH:8][C:3]([CH:2]=[O:1])=[CH:4][CH:5]=5)=[C:10]5[NH:14][C:13](=[C:15]([C:50]6[C:51]([CH3:58])=[CH:52][C:53]([CH3:57])=[CH:54][C:55]=6[CH3:56])[C:16]6[CH:17]=[CH:18][C:19]=2[N:49]=6)[CH:12]=[CH:11]5)[CH:28]=[CH:27]4)=[CH:23][CH:22]=3)=[CH:42][CH:43]=1)=[O:48]. The yield is 0.830. (6) The reactants are CCN(C(C)C)C(C)C.[OH:10][C:11]1[CH:16]=[CH:15][C:14]([CH2:17][C:18]([NH:20][CH2:21][C:22]([OH:24])=O)=[O:19])=[CH:13][CH:12]=1.C1C=CC2N([OH:34])N=NC=2C=1.CCN=C=NCCCN(C)C.Cl.Cl.[N:48]1([C:54]([C:56]2[CH:61]=[CH:60][CH:59]=[CH:58][C:57]=2[C:62]([F:65])([F:64])[F:63])=[O:55])[CH2:53][CH2:52][NH:51][CH2:50][CH2:49]1.CN([CH:69]=[O:70])C. The catalyst is O. The product is [F:63][C:62]([F:65])([F:64])[C:69]([OH:70])=[O:34].[OH:10][C:11]1[CH:12]=[CH:13][C:14]([CH2:17][C:18]([NH:20][CH2:21][C:22](=[O:24])[N:51]2[CH2:52][CH2:53][N:48]([C:54](=[O:55])[C:56]3[CH:61]=[CH:60][CH:59]=[CH:58][C:57]=3[C:62]([F:65])([F:63])[F:64])[CH2:49][CH2:50]2)=[O:19])=[CH:15][CH:16]=1. The yield is 0.00100. (7) The reactants are [C:1]([O:5][C:6]([N:8]1[C@H:12]([C:13]([OH:15])=O)[CH2:11][Si:10]([CH3:17])([CH3:16])[CH2:9]1)=[O:7])([CH3:4])([CH3:3])[CH3:2].O.[Cl-].COC1N=C(OC)N=C([N+]2(C)CCOCC2)N=1.[F:37][C:38]1[CH:43]=[CH:42][CH:41]=[CH:40][C:39]=1[C@H:44]([NH:46][CH2:47][C:48]1[CH:57]=[CH:56][C:51]([C:52]([O:54][CH3:55])=[O:53])=[CH:50][CH:49]=1)[CH3:45].CCN(C(C)C)C(C)C. The catalyst is C(Cl)Cl.[Cl-].[Na+].O. The product is [F:37][C:38]1[CH:43]=[CH:42][CH:41]=[CH:40][C:39]=1[C@H:44]([N:46]([CH2:47][C:48]1[CH:49]=[CH:50][C:51]([C:52]([O:54][CH3:55])=[O:53])=[CH:56][CH:57]=1)[C:13]([C@H:12]1[N:8]([C:6]([O:5][C:1]([CH3:2])([CH3:3])[CH3:4])=[O:7])[CH2:9][Si:10]([CH3:17])([CH3:16])[CH2:11]1)=[O:15])[CH3:45]. The yield is 0.190. (8) The reactants are [CH2:1]([O:7][C:8]([NH:10][C@H:11]([C@@H:15]([OH:17])[CH3:16])[C:12]([OH:14])=O)=[O:9])[CH2:2][CH2:3][CH2:4][CH2:5][CH3:6].CCN(CC)CC.CN(C(ON1N=NC2C=CC=CC1=2)=[N+](C)C)C.[B-](F)(F)(F)F. The product is [CH2:1]([O:7][C:8](=[O:9])[NH:10][C@H:11]1[C:12](=[O:14])[O:17][C@H:15]1[CH3:16])[CH2:2][CH2:3][CH2:4][CH2:5][CH3:6]. The catalyst is C(Cl)Cl. The yield is 0.730. (9) The reactants are [CH3:1][C:2]([C:4]1[CH:9]=[CH:8][C:7]([Cl:10])=[CH:6][C:5]=1[OH:11])=[O:3].Cl[C:13]1[C:22]2[C:17](=[CH:18][C:19]([O:25][CH3:26])=[C:20]([O:23][CH3:24])[CH:21]=2)[N:16]=[CH:15][CH:14]=1. The catalyst is CN(C)C1C=CN=CC=1.ClC1C=CC=CC=1Cl. The product is [Cl:10][C:7]1[CH:8]=[CH:9][C:4]([C:2](=[O:3])[CH3:1])=[C:5]([O:11][C:13]2[C:22]3[C:17](=[CH:18][C:19]([O:25][CH3:26])=[C:20]([O:23][CH3:24])[CH:21]=3)[N:16]=[CH:15][CH:14]=2)[CH:6]=1. The yield is 0.120.